Dataset: Forward reaction prediction with 1.9M reactions from USPTO patents (1976-2016). Task: Predict the product of the given reaction. (1) Given the reactants C[O:2][C:3]1[C:8]([CH3:9])=[CH:7][C:6]([C:10]2[CH:15]=[CH:14][CH:13]=[C:12]([C:16]([O:18][CH3:19])=[O:17])[C:11]=2[CH3:20])=[C:5]([CH3:21])[CH:4]=1.[Cl-].[Al+3].[Cl-].[Cl-].C(S)CCCCCCCCCCC, predict the reaction product. The product is: [OH:2][C:3]1[C:8]([CH3:9])=[CH:7][C:6]([C:10]2[CH:15]=[CH:14][CH:13]=[C:12]([C:16]([O:18][CH3:19])=[O:17])[C:11]=2[CH3:20])=[C:5]([CH3:21])[CH:4]=1. (2) Given the reactants [CH3:1][NH:2][C:3]1[CH:11]=[CH:10][C:6]([C:7]([OH:9])=O)=[CH:5][CH:4]=1.[CH2:12]([N:14]([CH2:18][CH3:19])[CH2:15][CH2:16][NH2:17])[CH3:13].CN(C(ON1N=NC2C=CC=CC1=2)=[N+](C)C)C.[B-](F)(F)(F)F.C1C=CC2N(O)N=NC=2C=1.CCN(C(C)C)C(C)C.C(=O)([O-])[O-].[Na+].[Na+], predict the reaction product. The product is: [CH2:12]([N:14]([CH2:18][CH3:19])[CH2:15][CH2:16][NH:17][C:7](=[O:9])[C:6]1[CH:5]=[CH:4][C:3]([NH:2][CH3:1])=[CH:11][CH:10]=1)[CH3:13]. (3) Given the reactants [C:1]([O:5][C:6]([NH:8][C@@H:9]([CH2:13][CH2:14][CH2:15][CH2:16][CH2:17][C:18](=[O:21])[CH2:19][CH3:20])[C:10]([OH:12])=O)=[O:7])([CH3:4])([CH3:3])[CH3:2].CCN=C=N[CH2:27][CH2:28][CH2:29][N:30](C)C.Cl.[CH:34]1[CH:35]=[CH:36][C:37]2N(O)N=N[C:38]=2[CH:39]=1.CCN([CH:50]([CH3:52])[CH3:51])C(C)C.CN(C=[O:57])C, predict the reaction product. The product is: [O:57]=[C:28]([C:27]1[CH:51]=[CH:50][C:52]2[C:35](=[CH:34][CH:39]=[CH:38][CH:37]=2)[CH:36]=1)[CH2:29][NH:30][C:10]([C@@H:9]([NH:8][C:6](=[O:7])[O:5][C:1]([CH3:2])([CH3:3])[CH3:4])[CH2:13][CH2:14][CH2:15][CH2:16][CH2:17][C:18](=[O:21])[CH2:19][CH3:20])=[O:12]. (4) Given the reactants FC(F)(F)C(O)=O.[NH2:8][CH:9]([CH2:22][C:23]1[CH:28]=[CH:27][CH:26]=[CH:25][CH:24]=1)[C@H:10]([OH:21])[C:11]([NH:13][CH2:14][C:15]1[CH:20]=[CH:19][CH:18]=[CH:17][CH:16]=1)=[O:12].C(N(CC)C(C)C)(C)C.[N:38]1[C:39]([C:47]([NH:49][C@@H:50]([CH3:67])[C:51]([NH:53][C@@H:54]([CH2:58][C:59]2[CH:64]=[CH:63][C:62]([O:65][CH3:66])=[CH:61][CH:60]=2)[C:55](O)=[O:56])=[O:52])=[O:48])=[CH:40][N:41]2[CH:46]=[CH:45][CH:44]=[CH:43][C:42]=12.CN(C(ON1N=NC2C=CC=NC1=2)=[N+](C)C)C.F[P-](F)(F)(F)(F)F, predict the reaction product. The product is: [CH2:22]([C@H:9]([NH:8][C:55]([C@@H:54]([NH:53][C:51]([C@@H:50]([NH:49][C:47]([C:39]1[N:38]=[C:42]2[CH:43]=[CH:44][CH:45]=[CH:46][N:41]2[CH:40]=1)=[O:48])[CH3:67])=[O:52])[CH2:58][C:59]1[CH:60]=[CH:61][C:62]([O:65][CH3:66])=[CH:63][CH:64]=1)=[O:56])[CH:10]([C:11](=[O:12])[NH:13][CH2:14][C:15]1[CH:20]=[CH:19][CH:18]=[CH:17][CH:16]=1)[OH:21])[C:23]1[CH:28]=[CH:27][CH:26]=[CH:25][CH:24]=1. (5) Given the reactants [CH3:1][C:2]([C:4]1[C:12]2[C:11]([N:13]3[CH2:18][CH2:17][CH:16]([NH:19][C:20](=[O:27])[C:21]4[CH:26]=[CH:25][CH:24]=[CH:23][CH:22]=4)[CH2:15][CH2:14]3)=[N:10][CH:9]=[N:8][C:7]=2[N:6](S(C2C=CC=CC=2)(=O)=O)[CH:5]=1)=[CH2:3].C(=O)([O-])[O-].[Cs+].[Cs+], predict the reaction product. The product is: [CH3:3][C:2]([C:4]1[C:12]2[C:7]([NH:8][CH:9]=[N:10][C:11]=2[N:13]2[CH2:14][CH2:15][CH:16]([NH:19][C:20](=[O:27])[C:21]3[CH:22]=[CH:23][CH:24]=[CH:25][CH:26]=3)[CH2:17][CH2:18]2)=[N:6][CH:5]=1)=[CH2:1].